Dataset: Full USPTO retrosynthesis dataset with 1.9M reactions from patents (1976-2016). Task: Predict the reactants needed to synthesize the given product. (1) The reactants are: Cl[C:2]1[C:3]2[C:4](=[CH:20][N:21](CC3C=CC(OC)=CC=3)[N:22]=2)[N:5]=[C:6]([C:8]2[CH:13]=[CH:12][CH:11]=[C:10]([C:14]3[CH:15]=[N:16][CH:17]=[CH:18][CH:19]=3)[CH:9]=2)[N:7]=1.[CH3:32][N:33]1[CH2:38][CH2:37][N:36]([C:39]2[CH:45]=[CH:44][C:42]([NH2:43])=[CH:41][CH:40]=2)[CH2:35][CH2:34]1.Cl. Given the product [CH3:32][N:33]1[CH2:34][CH2:35][N:36]([C:39]2[CH:45]=[CH:44][C:42]([NH:43][C:2]3[C:3]4[NH:22][N:21]=[CH:20][C:4]=4[N:5]=[C:6]([C:8]4[CH:13]=[CH:12][CH:11]=[C:10]([C:14]5[CH:15]=[N:16][CH:17]=[CH:18][CH:19]=5)[CH:9]=4)[N:7]=3)=[CH:41][CH:40]=2)[CH2:37][CH2:38]1, predict the reactants needed to synthesize it. (2) Given the product [Cl:16][C:14]1[C:13]([Cl:17])=[CH:12][C:9]2[N:10]([CH3:11])[C:6]([C:3]([OH:5])([CH3:4])[CH2:2][S:21][CH2:20][CH:19]([CH3:22])[CH3:18])=[N:7][C:8]=2[CH:15]=1, predict the reactants needed to synthesize it. The reactants are: Cl[CH2:2][C:3]([C:6]1[N:10]([CH3:11])[C:9]2[CH:12]=[C:13]([Cl:17])[C:14]([Cl:16])=[CH:15][C:8]=2[N:7]=1)([OH:5])[CH3:4].[CH3:18][CH:19]([CH3:22])[CH2:20][SH:21].C[O-].[Na+]. (3) Given the product [Cl:1][C:2]1[C:3]([CH2:8][CH2:13][O:15][CH3:14])=[N:4][NH:5][C:6]=1[I:7], predict the reactants needed to synthesize it. The reactants are: [Cl:1][C:2]1[C:3]([CH:8]2[CH2:13]COCC2)=[N:4][NH:5][C:6]=1[I:7].[CH3:14][O:15]CCC1C=CNN=1.O1CCC(C2C=CNN=2)CC1.